Task: Predict which catalyst facilitates the given reaction.. Dataset: Catalyst prediction with 721,799 reactions and 888 catalyst types from USPTO Reactant: [F:1][C:2]1[CH:3]=[C:4]([NH:20][C:21]([C:23]2[C:24](=[O:36])[N:25]([C:30]3[CH:35]=[CH:34][CH:33]=[CH:32][CH:31]=3)[N:26]([CH3:29])[C:27]=2[CH3:28])=[O:22])[CH:5]=[CH:6][C:7]=1[O:8][C:9]1[C:18]2[C:13](=[CH:14][C:15]([OH:19])=[CH:16][CH:17]=2)[N:12]=[CH:11][CH:10]=1.CS(O[CH2:42][CH2:43][C:44]1([OH:47])[CH2:46][CH2:45]1)(=O)=O.C(=O)([O-])[O-].[Cs+].[Cs+]. Product: [F:1][C:2]1[CH:3]=[C:4]([NH:20][C:21]([C:23]2[C:24](=[O:36])[N:25]([C:30]3[CH:31]=[CH:32][CH:33]=[CH:34][CH:35]=3)[N:26]([CH3:29])[C:27]=2[CH3:28])=[O:22])[CH:5]=[CH:6][C:7]=1[O:8][C:9]1[C:18]2[C:13](=[CH:14][C:15]([O:19][CH2:42][CH2:43][C:44]3([OH:47])[CH2:46][CH2:45]3)=[CH:16][CH:17]=2)[N:12]=[CH:11][CH:10]=1. The catalyst class is: 44.